This data is from Full USPTO retrosynthesis dataset with 1.9M reactions from patents (1976-2016). The task is: Predict the reactants needed to synthesize the given product. (1) Given the product [CH3:1][O:2][C:3](=[O:19])[C:4]1[CH:9]=[CH:8][C:7]([CH:21]2[CH2:26][CH2:25][CH2:24][CH2:23][CH2:22]2)=[CH:6][C:5]=1[F:18], predict the reactants needed to synthesize it. The reactants are: [CH3:1][O:2][C:3](=[O:19])[C:4]1[CH:9]=[CH:8][C:7](OS(C(F)(F)F)(=O)=O)=[CH:6][C:5]=1[F:18].[Br-].[CH:21]1([Zn+])[CH2:26][CH2:25][CH2:24][CH2:23][CH2:22]1.C1COCC1.[Cl-].[NH4+]. (2) Given the product [CH3:43][O:42][C:39]1[CH:38]=[CH:37][C:36]([C:35]([NH:16][C:10]2[O:11][CH2:12][C:13]([F:15])([F:14])[C@:8]([C:6]3[C:5]([F:21])=[CH:4][CH:3]=[C:2]([Br:1])[N:7]=3)([CH2:17][CH2:18][O:19][CH3:20])[N:9]=2)([C:34]2[CH:33]=[CH:32][C:31]([O:30][CH3:29])=[CH:52][CH:51]=2)[C:44]2[CH:49]=[CH:48][CH:47]=[CH:46][CH:45]=2)=[CH:41][CH:40]=1, predict the reactants needed to synthesize it. The reactants are: [Br:1][C:2]1[N:7]=[C:6]([C@:8]2([CH2:17][CH2:18][O:19][CH3:20])[C:13]([F:15])([F:14])[CH2:12][O:11][C:10]([NH2:16])=[N:9]2)[C:5]([F:21])=[CH:4][CH:3]=1.C(N(CC)CC)C.[CH3:29][O:30][C:31]1[CH:52]=[CH:51][C:34]([C:35](Cl)([C:44]2[CH:49]=[CH:48][CH:47]=[CH:46][CH:45]=2)[C:36]2[CH:41]=[CH:40][C:39]([O:42][CH3:43])=[CH:38][CH:37]=2)=[CH:33][CH:32]=1. (3) Given the product [OH:1][CH2:2][CH2:3][CH2:4][C:5]1[C:13]2[C:8](=[CH:9][CH:10]=[C:11]([CH2:14][S:15]([NH:18][CH3:19])(=[O:16])=[O:17])[CH:12]=2)[NH:7][CH:6]=1, predict the reactants needed to synthesize it. The reactants are: [OH:1][CH2:2][CH2:3][CH2:4][C:5]1[C:13]2[C:8](=[CH:9][CH:10]=[C:11]([CH2:14][S:15]([NH:18][CH3:19])(=[O:17])=[O:16])[CH:12]=2)[NH:7][C:6]=1[Si](C)(C)C.FC(F)(F)C(O)=O.C(OCC)(=O)C. (4) Given the product [CH3:56][C:53]([CH3:57])([CH2:54][CH3:55])[CH2:52][C:51](=[O:58])[CH2:50][NH:49][C:47]([C:35]1([CH2:34][C:33]2[CH:59]=[CH:60][C:30]([C:27]3[CH:26]=[CH:25][C:24]([F:23])=[CH:29][N:28]=3)=[CH:31][CH:32]=2)[CH2:39][CH2:38][CH2:37][N:36]1[C:40]([O:42][C:43]([CH3:44])([CH3:45])[CH3:46])=[O:41])=[O:48], predict the reactants needed to synthesize it. The reactants are: CC(OI1(OC(C)=O)(OC(C)=O)OC(=O)C2C=CC=CC1=2)=O.[F:23][C:24]1[CH:25]=[CH:26][C:27]([C:30]2[CH:60]=[CH:59][C:33]([CH2:34][C:35]3([C:47]([NH:49][CH2:50][CH:51]([OH:58])[CH2:52][C:53]([CH3:57])([CH3:56])[CH2:54][CH3:55])=[O:48])[CH2:39][CH2:38][CH2:37][N:36]3[C:40]([O:42][C:43]([CH3:46])([CH3:45])[CH3:44])=[O:41])=[CH:32][CH:31]=2)=[N:28][CH:29]=1.